This data is from Reaction yield outcomes from USPTO patents with 853,638 reactions. The task is: Predict the reaction yield, written as a fraction of the theoretical maximum amount of product (1.0 means a 100% yield; for example, 0.34 means a 34% yield). (1) The reactants are [H-].[H-].[H-].[H-].[Li+].[Al+3].[Cl:7][C:8]1[S:12][C:11]([S:13]([NH:16][CH:17]([CH:22]2[CH2:27][CH:26]3[CH:24]([C:25]3([F:29])[F:28])[CH2:23]2)[C:18](OC)=[O:19])(=[O:15])=[O:14])=[CH:10][CH:9]=1. The catalyst is C1COCC1. The product is [Cl:7][C:8]1[S:12][C:11]([S:13]([NH:16][CH:17]([CH:22]2[CH2:27][CH:26]3[CH:24]([C:25]3([F:29])[F:28])[CH2:23]2)[CH2:18][OH:19])(=[O:14])=[O:15])=[CH:10][CH:9]=1. The yield is 0.778. (2) The reactants are [F:1][CH:2]([F:11])[O:3][C:4]1[CH:10]=[CH:9][C:7]([NH2:8])=[CH:6][CH:5]=1.[S-:12][C:13]#[N:14].[K+].BrBr.[OH-].[NH4+]. The catalyst is C(O)(=O)C. The product is [F:1][CH:2]([F:11])[O:3][C:4]1[CH:10]=[CH:9][C:7]2[N:8]=[C:13]([NH2:14])[S:12][C:6]=2[CH:5]=1. The yield is 0.870. (3) The reactants are P(Cl)(Cl)(Cl)=O.C1(S([N:15]2[C:23]3[C:18](=[C:19]([CH2:24][C:25]([C:27]4[CH:32]=[CH:31][N:30]=[CH:29][CH:28]=4)=O)[CH:20]=[CH:21][CH:22]=3)[CH:17]=[N:16]2)(=O)=O)C=CC=CC=1.Cl.NO.O.[NH2:37][NH2:38].C[N:40]([CH3:43])C=O. The catalyst is C(Cl)(Cl)Cl. The product is [NH:15]1[C:23]2[C:18](=[C:19]([C:24]3[C:25]([C:27]4[CH:28]=[CH:29][N:30]=[CH:31][CH:32]=4)=[N:37][NH:38][C:43]=3[NH2:40])[CH:20]=[CH:21][CH:22]=2)[CH:17]=[N:16]1. The yield is 0.800.